Dataset: Catalyst prediction with 721,799 reactions and 888 catalyst types from USPTO. Task: Predict which catalyst facilitates the given reaction. (1) Reactant: [CH:1]([O:4][C:5]1[CH:24]=[CH:23][C:8]([O:9][C:10]2[S:11][C:12]([C:15]3[N:19]=[C:18]([CH:20]([NH2:22])[CH3:21])[O:17][N:16]=3)=[CH:13][N:14]=2)=[CH:7][CH:6]=1)([CH3:3])[CH3:2].C(N(C(C)C)CC)(C)C.[C:34](OC(=O)C)(=[O:36])[CH3:35]. Product: [CH:1]([O:4][C:5]1[CH:24]=[CH:23][C:8]([O:9][C:10]2[S:11][C:12]([C:15]3[N:19]=[C:18]([CH:20]([NH:22][C:34](=[O:36])[CH3:35])[CH3:21])[O:17][N:16]=3)=[CH:13][N:14]=2)=[CH:7][CH:6]=1)([CH3:2])[CH3:3]. The catalyst class is: 7. (2) The catalyst class is: 87. Product: [NH2:29][C:21]1[N:22]([CH3:28])[C:23](=[O:27])[C:24]([CH3:26])([CH3:25])[C@:19]([C:14]2[CH:13]=[C:12]([NH:11][CH:8]3[CH2:9][CH2:10][CH:6]([CH2:5][C:4]([OH:33])=[O:3])[C:7]3([CH3:31])[CH3:32])[CH:17]=[CH:16][C:15]=2[F:18])([CH3:30])[N:20]=1. Reactant: C([O:3][C:4](=[O:33])[CH2:5][CH:6]1[CH2:10][CH2:9][CH:8]([NH:11][C:12]2[CH:17]=[CH:16][C:15]([F:18])=[C:14]([C@:19]3([CH3:30])[C:24]([CH3:26])([CH3:25])[C:23](=[O:27])[N:22]([CH3:28])[C:21]([NH2:29])=[N:20]3)[CH:13]=2)[C:7]1([CH3:32])[CH3:31])C.[Li+].[OH-].